Dataset: Full USPTO retrosynthesis dataset with 1.9M reactions from patents (1976-2016). Task: Predict the reactants needed to synthesize the given product. Given the product [NH2:22][C:21]1[N:20]([CH3:23])[N:19]=[CH:18][C:17]=1[NH:16][C:14](=[O:15])[C@@H:2]([NH:1][C:41](=[O:42])[CH2:40][CH2:39][NH:38][C:36]([O:35][C:31]([CH3:33])([CH3:32])[CH3:34])=[O:37])[CH2:3][CH2:4][CH2:5][NH:6][C:7](=[O:13])[O:8][C:9]([CH3:11])([CH3:12])[CH3:10], predict the reactants needed to synthesize it. The reactants are: [NH2:1][C@H:2]([C:14]([NH:16][C:17]1[CH:18]=[N:19][N:20]([CH3:23])[C:21]=1[NH2:22])=[O:15])[CH2:3][CH2:4][CH2:5][NH:6][C:7](=[O:13])[O:8][C:9]([CH3:12])([CH3:11])[CH3:10].C(N(CC)CC)C.[C:31]([O:35][C:36]([NH:38][CH2:39][CH2:40][C:41](ON1C(=O)CCC1=O)=[O:42])=[O:37])([CH3:34])([CH3:33])[CH3:32].